From a dataset of HIV replication inhibition screening data with 41,000+ compounds from the AIDS Antiviral Screen. Binary Classification. Given a drug SMILES string, predict its activity (active/inactive) in a high-throughput screening assay against a specified biological target. (1) The compound is CC1(C)C(C(=O)O)C1C(=O)O. The result is 0 (inactive). (2) The compound is Cc1cc(C)n(-c2nc(O)c3ccccc3n2)n1. The result is 0 (inactive). (3) The compound is O=C(c1ccccc1)N1C(=O)c2ccccc21. The result is 0 (inactive). (4) The molecule is Cc1ccc(S(=O)(=O)C(CCC(=O)c2ccccc2)(CCC(=O)c2ccccc2)[N+](=O)[O-])cc1. The result is 0 (inactive).